From a dataset of Reaction yield outcomes from USPTO patents with 853,638 reactions. Predict the reaction yield, written as a fraction of the theoretical maximum amount of product (1.0 means a 100% yield; for example, 0.34 means a 34% yield). (1) The reactants are [F:1][C:2]1[C:3]2[C:14](=[O:15])[N:13]([C:16]3[C:21]([CH:22]=[O:23])=[C:20]([C:24]4[CH:29]=[C:28]([NH:30][C:31]5[CH:40]=[C:34]6[CH2:35][N:36]([CH3:39])[CH2:37][CH2:38][N:33]6[N:32]=5)[C:27](=[O:41])[N:26]([CH3:42])[CH:25]=4)[CH:19]=[CH:18][N:17]=3)[CH2:12][CH2:11][C:4]=2[N:5]2[C:10]=1[CH2:9][CH2:8][CH2:7][CH2:6]2.[BH4-].[Na+]. The catalyst is CO. The product is [F:1][C:2]1[C:3]2[C:14](=[O:15])[N:13]([C:16]3[C:21]([CH2:22][OH:23])=[C:20]([C:24]4[CH:29]=[C:28]([NH:30][C:31]5[CH:40]=[C:34]6[CH2:35][N:36]([CH3:39])[CH2:37][CH2:38][N:33]6[N:32]=5)[C:27](=[O:41])[N:26]([CH3:42])[CH:25]=4)[CH:19]=[CH:18][N:17]=3)[CH2:12][CH2:11][C:4]=2[N:5]2[C:10]=1[CH2:9][CH2:8][CH2:7][CH2:6]2. The yield is 0.150. (2) The reactants are C(OC([N:8]1[CH2:11][C:10]2([CH2:14][CH:13]([NH:15][C:16]3[C:21]([C:22]4[CH:27]=[CH:26][C:25]([O:28][C:29]5[CH:34]=[CH:33][CH:32]=[CH:31][CH:30]=5)=[CH:24][CH:23]=4)=[C:20]([NH2:35])[N:19]=[CH:18][N:17]=3)[CH2:12]2)[CH2:9]1)=O)(C)(C)C.Cl. The catalyst is CO. The product is [O:28]([C:25]1[CH:24]=[CH:23][C:22]([C:21]2[C:16]([NH:15][CH:13]3[CH2:14][C:10]4([CH2:9][NH:8][CH2:11]4)[CH2:12]3)=[N:17][CH:18]=[N:19][C:20]=2[NH2:35])=[CH:27][CH:26]=1)[C:29]1[CH:30]=[CH:31][CH:32]=[CH:33][CH:34]=1. The yield is 0.340. (3) The yield is 0.0300. The catalyst is CN(C=O)C.[Pd].C1(P(C2C=CC=CC=2)(C2C=CC=CC=2)C2C=CC=CC=2)C=CC=CC=1. The reactants are Br[C:2]1[S:6][C:5]([CH2:7][O:8][C:9]2[C:10]([F:19])=[C:11]([C:15]([F:18])=[CH:16][CH:17]=2)[C:12]([NH2:14])=[O:13])=[N:4][C:3]=1[C:20]1[CH:25]=[CH:24][C:23]([O:26][CH3:27])=[CH:22][CH:21]=1.C([Sn](CCCC)(CCCC)[C:33]1[S:34][CH:35]=[CH:36][N:37]=1)CCC.O. The product is [F:19][C:10]1[C:9]([O:8][CH2:7][C:5]2[S:6][C:2]([C:33]3[S:34][CH:35]=[CH:36][N:37]=3)=[C:3]([C:20]3[CH:25]=[CH:24][C:23]([O:26][CH3:27])=[CH:22][CH:21]=3)[N:4]=2)=[CH:17][CH:16]=[C:15]([F:18])[C:11]=1[C:12]([NH2:14])=[O:13]. (4) The reactants are C([N:8]1[CH2:14][C:13]2[N:15]=[C:16]([Cl:24])[C:17]([N:19]([CH3:23])[CH:20]([CH3:22])[CH3:21])=[N:18][C:12]=2[O:11][CH2:10][CH2:9]1)C1C=CC=CC=1.ClC(OC(Cl)C)=O. The catalyst is C1(C)C=CC=CC=1. The product is [ClH:24].[Cl:24][C:16]1[C:17]([N:19]([CH3:23])[CH:20]([CH3:21])[CH3:22])=[N:18][C:12]2[O:11][CH2:10][CH2:9][NH:8][CH2:14][C:13]=2[N:15]=1. The yield is 0.600. (5) The reactants are Br[C:2]1[CH:7]=[CH:6][C:5]([Br:8])=[CH:4][N:3]=1.[Li]CCCC.CON(C)[C:17](=[O:23])[CH2:18][CH:19]([CH3:22])[CH2:20][CH3:21]. The catalyst is C1(C)C=CC=CC=1. The product is [Br:8][C:5]1[CH:6]=[CH:7][C:2]([C:17](=[O:23])[CH2:18][CH:19]([CH3:22])[CH2:20][CH3:21])=[N:3][CH:4]=1. The yield is 0.590. (6) The reactants are [CH2:1]([O:8][C:9]1[CH:26]=[C:25]([CH2:27][CH3:28])[CH:24]=[CH:23][C:10]=1[O:11][C:12]1[CH:17]=[CH:16][C:15]([S:18](Cl)(=[O:20])=[O:19])=[CH:14][C:13]=1[F:22])[C:2]1[CH:7]=[CH:6][CH:5]=[CH:4][CH:3]=1.N.[CH2:30]([NH2:33])[CH2:31][CH3:32]. No catalyst specified. The product is [CH2:1]([O:8][C:9]1[CH:26]=[C:25]([CH2:27][CH3:28])[CH:24]=[CH:23][C:10]=1[O:11][C:12]1[CH:17]=[CH:16][C:15]([S:18]([NH:33][CH2:30][CH2:31][CH3:32])(=[O:20])=[O:19])=[CH:14][C:13]=1[F:22])[C:2]1[CH:7]=[CH:6][CH:5]=[CH:4][CH:3]=1. The yield is 0.410. (7) The reactants are [F:1][C:2]1[CH:10]=[CH:9][C:8]2[N:7]([CH2:11][C:12]3[CH:21]=[CH:20][C:15]([C:16]([O:18][CH3:19])=[O:17])=[CH:14][CH:13]=3)[C:6]3[CH2:22][CH2:23][N:24]([CH2:27][CH2:28]O)[C:25](=[O:26])[C:5]=3[C:4]=2[CH:3]=1.CCN(C(C)C)C(C)C.CS(Cl)(=O)=O.[OH:44][CH2:45][C@@H:46]1[CH2:50][CH2:49][CH2:48][NH:47]1. The catalyst is C(#N)C. The product is [F:1][C:2]1[CH:10]=[CH:9][C:8]2[N:7]([CH2:11][C:12]3[CH:21]=[CH:20][C:15]([C:16]([O:18][CH3:19])=[O:17])=[CH:14][CH:13]=3)[C:6]3[CH2:22][CH2:23][N:24]([CH2:27][CH2:28][N:47]4[CH2:48][CH2:49][CH2:50][C@H:46]4[CH2:45][OH:44])[C:25](=[O:26])[C:5]=3[C:4]=2[CH:3]=1. The yield is 0.410. (8) The reactants are [CH:1]([O:4][C:5]([N:7]1[CH2:13][CH2:12][CH2:11][CH:10]([NH:14][CH2:15][C:16]2[CH:21]=[C:20]([C:22]([F:25])([F:24])[F:23])[CH:19]=[C:18]([C:26]([F:29])([F:28])[F:27])[CH:17]=2)[C:9]2[CH:30]=[C:31]([Br:35])[C:32]([Cl:34])=[CH:33][C:8]1=2)=[O:6])([CH3:3])[CH3:2].N1C=CC=CC=1.[C:42](OC(=O)C)(=[O:44])[CH3:43]. The catalyst is C(OCC)(=O)C. The product is [CH:1]([O:4][C:5]([N:7]1[CH2:13][CH2:12][CH2:11][CH:10]([N:14]([C:42](=[O:44])[CH3:43])[CH2:15][C:16]2[CH:17]=[C:18]([C:26]([F:29])([F:28])[F:27])[CH:19]=[C:20]([C:22]([F:25])([F:23])[F:24])[CH:21]=2)[C:9]2[CH:30]=[C:31]([Br:35])[C:32]([Cl:34])=[CH:33][C:8]1=2)=[O:6])([CH3:3])[CH3:2]. The yield is 0.850. (9) The reactants are [CH:1]([C:3]1[CH:8]=[C:7]([C:9]([F:12])([F:11])[F:10])[CH:6]=[CH:5][C:4]=1[NH:13]C(=O)C(C)(C)C)=O.[H-].[Li+].[F:22][C:23]([F:32])([F:31])/[CH:24]=[CH:25]/[C:26]([O:28][CH2:29][CH3:30])=[O:27].C(OCC)(=O)C. The catalyst is CS(C)=O. The product is [F:10][C:9]([F:11])([F:12])[C:7]1[CH:8]=[C:3]2[C:4](=[CH:5][CH:6]=1)[NH:13][CH:24]([C:23]([F:31])([F:32])[F:22])[C:25]([C:26]([O:28][CH2:29][CH3:30])=[O:27])=[CH:1]2. The yield is 0.0500. (10) The reactants are [F:1][C:2]1[CH:3]=[C:4]([C:8]2[C:16](=O)[N:15]3[C:11]([NH:12][C:13]4[CH:21]=[CH:20][CH:19]=[CH:18][C:14]=43)=[C:10]([C:22]#[N:23])[C:9]=2[CH3:24])[CH:5]=[CH:6][CH:7]=1.P(Cl)(Cl)([Cl:27])=O. The yield is 0.820. The product is [Cl:27][C:16]1[N:15]2[C:11](=[N:12][C:13]3[CH:21]=[CH:20][CH:19]=[CH:18][C:14]=32)[C:10]([C:22]#[N:23])=[C:9]([CH3:24])[C:8]=1[C:4]1[CH:5]=[CH:6][CH:7]=[C:2]([F:1])[CH:3]=1. No catalyst specified.